This data is from Full USPTO retrosynthesis dataset with 1.9M reactions from patents (1976-2016). The task is: Predict the reactants needed to synthesize the given product. (1) Given the product [N:23]([CH2:17][CH:14]1[CH2:13][N:10]2[CH2:11][CH2:12][N:7]([C:2]3[N:3]=[CH:4][CH:5]=[CH:6][N:1]=3)[CH2:8][CH:9]2[CH2:16][CH2:15]1)=[N+:24]=[N-:25], predict the reactants needed to synthesize it. The reactants are: [N:1]1[CH:6]=[CH:5][CH:4]=[N:3][C:2]=1[N:7]1[CH2:12][CH2:11][N:10]2[CH2:13][CH:14]([CH2:17]OS(C)(=O)=O)[CH2:15][CH2:16][CH:9]2[CH2:8]1.[N-:23]=[N+:24]=[N-:25].[Na+]. (2) Given the product [CH3:22][CH:21]([CH3:23])[C@@H:19]([N:20]1[CH:7]=[CH:6][C:5]2[C:10](=[CH:11][CH:12]=[CH:13][C:4]=2[N+:1]([O-:3])=[O:2])[C:9]1=[O:14])[C:18]([O:17][CH3:16])=[O:24], predict the reactants needed to synthesize it. The reactants are: [N+:1]([C:4]1[CH:13]=[CH:12][CH:11]=[C:10]2[C:5]=1[CH:6]=[CH:7]O[C:9]2=[O:14])([O-:3])=[O:2].Cl.[CH3:16][O:17][C:18](=[O:24])[C@@H:19]([CH:21]([CH3:23])[CH3:22])[NH2:20].CO.C(N(CC)CC)C. (3) Given the product [Cl:1][C:2]1[C:3]([C:12](=[N:30][O:29][CH2:27][CH3:28])[CH2:13][N:14]2[C:18](=[O:19])[C:17]3=[CH:20][CH:21]=[CH:22][CH:23]=[C:16]3[C:15]2=[O:24])=[N:4][CH:5]=[C:6]([C:8]([F:11])([F:10])[F:9])[CH:7]=1, predict the reactants needed to synthesize it. The reactants are: [Cl:1][C:2]1[C:3]([C:12](=O)[CH2:13][N:14]2[C:18](=[O:19])[C:17]3=[CH:20][CH:21]=[CH:22][CH:23]=[C:16]3[C:15]2=[O:24])=[N:4][CH:5]=[C:6]([C:8]([F:11])([F:10])[F:9])[CH:7]=1.Cl.[CH2:27]([O:29][NH2:30])[CH3:28].O.